This data is from Reaction yield outcomes from USPTO patents with 853,638 reactions. The task is: Predict the reaction yield, written as a fraction of the theoretical maximum amount of product (1.0 means a 100% yield; for example, 0.34 means a 34% yield). The reactants are C(=O)([O-])[O-].[K+].[K+].C([O:10][C@@H:11]([CH2:22][CH2:23][O:24][CH3:25])[C:12]([NH:14][C:15]1[CH:20]=[CH:19][C:18]([CH3:21])=[CH:17][N:16]=1)=[O:13])(=O)C.OS([O-])(=O)=O.[K+]. The catalyst is CO. The product is [OH:10][C@@H:11]([CH2:22][CH2:23][O:24][CH3:25])[C:12]([NH:14][C:15]1[CH:20]=[CH:19][C:18]([CH3:21])=[CH:17][N:16]=1)=[O:13]. The yield is 0.990.